Dataset: Catalyst prediction with 721,799 reactions and 888 catalyst types from USPTO. Task: Predict which catalyst facilitates the given reaction. (1) Reactant: C(OC(=O)[NH:7][C@H:8]([CH2:30][C:31]1[CH:36]=[C:35]([F:37])[C:34]([F:38])=[CH:33][C:32]=1[F:39])[CH2:9][C:10]([N:12]1[CH2:17][CH2:16][N:15]2[C:18]([C:26]([F:29])([F:28])[F:27])=[N:19][C:20]([C:21](=[O:25])[NH:22][CH2:23][CH3:24])=[C:14]2[CH2:13]1)=[O:11])(C)(C)C.FC(F)(F)C(O)=O. Product: [CH2:23]([NH:22][C:21]([C:20]1[N:19]=[C:18]([C:26]([F:28])([F:29])[F:27])[N:15]2[CH2:16][CH2:17][N:12]([C:10](=[O:11])[CH2:9][C@H:8]([NH2:7])[CH2:30][C:31]3[CH:36]=[C:35]([F:37])[C:34]([F:38])=[CH:33][C:32]=3[F:39])[CH2:13][C:14]=12)=[O:25])[CH3:24]. The catalyst class is: 4. (2) Reactant: [CH2:1]([N:8]1[CH2:12][C@@H:11]([C:13]2[CH:18]=[CH:17][CH:16]=[CH:15][CH:14]=2)[C@H:10]([CH2:19][C:20]2[N:21]=[N:22][N:23]([CH2:25][CH2:26][CH3:27])[CH:24]=2)[C:9]1=O)[C:2]1[CH:7]=[CH:6][CH:5]=[CH:4][CH:3]=1.[Li]. Product: [CH2:1]([N:8]1[CH2:12][C@@H:11]([C:13]2[CH:14]=[CH:15][CH:16]=[CH:17][CH:18]=2)[C@H:10]([CH2:19][C:20]2[N:21]=[N:22][N:23]([CH2:25][CH2:26][CH3:27])[CH:24]=2)[CH2:9]1)[C:2]1[CH:7]=[CH:6][CH:5]=[CH:4][CH:3]=1. The catalyst class is: 7. (3) Reactant: [CH3:1][O:2][C:3](=[O:21])[CH2:4][N:5]1[C:9]2[C:10]([CH3:15])=[CH:11][C:12]([CH3:14])=[CH:13][C:8]=2[N:7]([CH2:16][C:17]([OH:19])=O)[C:6]1=[O:20].Cl.[CH3:23][NH:24][CH3:25].C(Cl)CCl.C1C=CC2N(O)N=NC=2C=1.C(N(CC)C(C)C)(C)C. Product: [CH3:23][N:24]([CH3:25])[C:17](=[O:19])[CH2:16][N:7]1[C:8]2[CH:13]=[C:12]([CH3:14])[CH:11]=[C:10]([CH3:15])[C:9]=2[N:5]([CH2:4][C:3]([O:2][CH3:1])=[O:21])[C:6]1=[O:20]. The catalyst class is: 3. (4) Reactant: [O:1]=[C:2]1[NH:7][CH:6]=[C:5]([C:8]([OH:10])=[O:9])[CH:4]=[CH:3]1.[OH-].[K+].Br[CH2:14][C:15]1[CH:20]=[CH:19][C:18]([CH3:21])=[CH:17][CH:16]=1. Product: [CH3:14][C:15]1[CH:20]=[CH:19][C:18]([CH2:21][N:7]2[C:2](=[O:1])[CH:3]=[CH:4][C:5]([C:8]([OH:10])=[O:9])=[CH:6]2)=[CH:17][CH:16]=1. The catalyst class is: 24. (5) Reactant: [F:1][C:2]1[CH:10]=[CH:9][C:8]([CH:11]=[O:12])=[CH:7][C:3]=1[C:4]([OH:6])=O.S(Cl)(Cl)=O.[F:17][C:18]1[CH:19]=[C:20]([CH:51]=[C:52]([F:54])[CH:53]=1)[CH2:21][C:22]1[CH:23]=[C:24]2[C:28](=[CH:29][CH:30]=1)[N:27]([C:31]([C:44]1[CH:49]=[CH:48][CH:47]=[CH:46][CH:45]=1)([C:38]1[CH:43]=[CH:42][CH:41]=[CH:40][CH:39]=1)[C:32]1[CH:37]=[CH:36][CH:35]=[CH:34][CH:33]=1)[N:26]=[C:25]2[NH2:50].CCN(C(C)C)C(C)C. Product: [F:17][C:18]1[CH:19]=[C:20]([CH:51]=[C:52]([F:54])[CH:53]=1)[CH2:21][C:22]1[CH:23]=[C:24]2[C:28](=[CH:29][CH:30]=1)[N:27]([C:31]([C:44]1[CH:45]=[CH:46][CH:47]=[CH:48][CH:49]=1)([C:32]1[CH:37]=[CH:36][CH:35]=[CH:34][CH:33]=1)[C:38]1[CH:39]=[CH:40][CH:41]=[CH:42][CH:43]=1)[N:26]=[C:25]2[NH:50][C:4](=[O:6])[C:3]1[CH:7]=[C:8]([CH:11]=[O:12])[CH:9]=[CH:10][C:2]=1[F:1]. The catalyst class is: 247. (6) Reactant: Cl.[S:2](=[O:32])(=[O:31])([O:4][CH2:5][C@@H:6]1[CH2:10][C@@H:9]([N:11]2[C:15]3[N:16]=[CH:17][N:18]=[C:19]([NH:20][C@@H:21]4[C:29]5[C:24](=[CH:25][CH:26]=[CH:27][CH:28]=5)[CH2:23][CH2:22]4)[C:14]=3[CH:13]=[CH:12]2)[CH2:8][C@@H:7]1[OH:30])[NH2:3]. Product: [S:2](=[O:32])(=[O:31])([O:4][CH2:5][C@@H:6]1[CH2:10][C@@H:9]([N:11]2[C:15]3[N:16]=[CH:17][N:18]=[C:19]([NH:20][C@@H:21]4[C:29]5[C:24](=[CH:25][CH:26]=[CH:27][CH:28]=5)[CH2:23][CH2:22]4)[C:14]=3[CH:13]=[CH:12]2)[CH2:8][C@@H:7]1[OH:30])[NH2:3]. The catalyst class is: 1. (7) Product: [Br:1][C:2]1[CH:3]=[N:4][N:5]([C:22]2[CH:27]=[CH:26][CH:25]=[C:24]([O:28][CH3:29])[CH:23]=2)[CH:6]=1. The catalyst class is: 321. Reactant: [Br:1][C:2]1[CH:3]=[N:4][NH:5][CH:6]=1.C([O-])([O-])=O.[K+].[K+].[C@@H]1(N)CCCC[C@H]1N.I[C:22]1[CH:27]=[CH:26][CH:25]=[C:24]([O:28][CH3:29])[CH:23]=1.